This data is from Reaction yield outcomes from USPTO patents with 853,638 reactions. The task is: Predict the reaction yield, written as a fraction of the theoretical maximum amount of product (1.0 means a 100% yield; for example, 0.34 means a 34% yield). (1) The reactants are [CH2:1]([CH:8]1[CH2:17][C:16]2[C:11](=[CH:12][CH:13]=[CH:14][CH:15]=2)[CH2:10][N:9]1[CH2:18][CH2:19][NH2:20])[C:2]1[CH:7]=[CH:6][CH:5]=[CH:4][CH:3]=1.[C:21]1([N:27]=[C:28]=[O:29])[CH:26]=[CH:25][CH:24]=[CH:23][CH:22]=1. The catalyst is C(Cl)Cl. The product is [CH2:1]([CH:8]1[CH2:17][C:16]2[C:11](=[CH:12][CH:13]=[CH:14][CH:15]=2)[CH2:10][N:9]1[CH2:18][CH2:19][NH:20][C:28]([NH:27][C:21]1[CH:26]=[CH:25][CH:24]=[CH:23][CH:22]=1)=[O:29])[C:2]1[CH:3]=[CH:4][CH:5]=[CH:6][CH:7]=1. The yield is 0.600. (2) The reactants are CO[C:3](=[O:23])[C:4]1[CH:9]=[C:8]([C:10]2[N:11]([CH:15]([CH3:17])[CH3:16])[N:12]=[CH:13][CH:14]=2)[C:7]([C:18]([F:21])([F:20])[CH3:19])=[CH:6][C:5]=1[NH2:22].CC[N:26]([CH2:29]C)CC.[CH3:31][S:32]([NH:35]N)(=[O:34])=[O:33].[OH-:37].[Na+]. The catalyst is C(Cl)Cl. The product is [F:20][C:18]([C:7]1[CH:6]=[C:5]2[C:4]([C:3](=[O:23])[N:26]([NH:35][S:32]([CH3:31])(=[O:34])=[O:33])[C:29](=[O:37])[NH:22]2)=[CH:9][C:8]=1[C:10]1[N:11]([CH:15]([CH3:16])[CH3:17])[N:12]=[CH:13][CH:14]=1)([F:21])[CH3:19]. The yield is 0.390. (3) The reactants are [H-].[Na+].[O-:3][CH2:4][CH3:5].[Na+].[Cl:7][C:8]1[C:9]([C:40]([NH2:42])=[O:41])=[N:10][CH:11]=[CH:12][C:13]=1[O:14][C:15]1[CH:20]=[CH:19][C:18]([NH:21][C:22]([C:24]2[C:25](=[O:38])[N:26]([C:31]3[CH:36]=[CH:35][C:34]([F:37])=[CH:33][CH:32]=3)[CH:27]=[CH:28][C:29]=2I)=[O:23])=[CH:17][C:16]=1[F:39]. The catalyst is C1COCC1.CCO. The product is [Cl:7][C:8]1[C:9]([C:40]([NH2:42])=[O:41])=[N:10][CH:11]=[CH:12][C:13]=1[O:14][C:15]1[CH:20]=[CH:19][C:18]([NH:21][C:22]([C:24]2[C:25](=[O:38])[N:26]([C:31]3[CH:36]=[CH:35][C:34]([F:37])=[CH:33][CH:32]=3)[CH:27]=[CH:28][C:29]=2[O:3][CH2:4][CH3:5])=[O:23])=[CH:17][C:16]=1[F:39]. The yield is 0.950. (4) The reactants are [CH3:1][O:2][C:3]([C:5]1[N:6]([C:18]([O:20][C:21]([CH3:24])([CH3:23])[CH3:22])=[O:19])[C:7]2[C:12]([CH:13]=1)=[CH:11][C:10]([CH3:14])=[CH:9][C:8]=2[N+:15]([O-:17])=[O:16])=[O:4].[Br:25]N1C(=O)CCC1=O. The catalyst is C(Cl)(Cl)(Cl)Cl.CC(N=NC(C#N)(C)C)(C#N)C. The product is [CH3:1][O:2][C:3]([C:5]1[N:6]([C:18]([O:20][C:21]([CH3:24])([CH3:23])[CH3:22])=[O:19])[C:7]2[C:12]([CH:13]=1)=[CH:11][C:10]([CH2:14][Br:25])=[CH:9][C:8]=2[N+:15]([O-:17])=[O:16])=[O:4]. The yield is 1.00. (5) The reactants are [C:1](#[N:8])[C:2]1[CH:7]=[CH:6][CH:5]=[N:4][CH:3]=1.[SH:9][CH:10]([CH3:14])[C:11](O)=[O:12].N1C=CC=CC=1. The catalyst is CCO. The product is [CH3:14][C:10]1[S:9][C:1]([C:2]2[CH:3]=[N:4][CH:5]=[CH:6][CH:7]=2)=[N:8][C:11]=1[OH:12]. The yield is 0.677. (6) The reactants are Cl.[CH3:2][O:3][C:4](=[O:7])[CH2:5][NH2:6].C(N(CC)CC)C.[CH3:15][C:16]([CH3:21])([CH3:20])[CH2:17][CH:18]=O. The catalyst is ClCCl. The product is [CH3:2][O:3][C:4](=[O:7])[CH2:5]/[N:6]=[CH:18]/[CH2:17][C:16]([CH3:21])([CH3:20])[CH3:15]. The yield is 1.00. (7) The reactants are Cl[C:2]1[C:3]([Cl:9])=[N:4][C:5]([Cl:8])=[N:6][CH:7]=1.[CH3:10][O:11][C:12]1[CH:13]=[C:14](B(O)O)[CH:15]=[CH:16][CH:17]=1.C(O)C.C(=O)(O)[O-].[Na+]. The catalyst is C1(C)C=CC=CC=1. The product is [Cl:8][C:5]1[N:4]=[C:3]([Cl:9])[CH:2]=[C:7]([C:16]2[CH:15]=[CH:14][CH:13]=[C:12]([O:11][CH3:10])[CH:17]=2)[N:6]=1. The yield is 0.654. (8) The reactants are [CH2:1]([N:8]1[C:16]2[C:11](=[CH:12][C:13]([NH:17][C:18]3[N:26]=[CH:25][C:24]([F:27])=[CH:23][C:19]=3[C:20](O)=[O:21])=[CH:14][CH:15]=2)[CH:10]=[N:9]1)[C:2]1[CH:7]=[CH:6][CH:5]=[CH:4][CH:3]=1.C(N(CC)CC)C.[NH2:35][CH:36]1[CH2:41][CH2:40][CH:39]([NH:42][C:43]([C:45]2[N:46]=[C:47]3[CH:52]=[CH:51][C:50]([F:53])=[CH:49][N:48]3[CH:54]=2)=[O:44])[CH2:38][CH2:37]1. The catalyst is C(#N)C. The product is [CH2:1]([N:8]1[C:16]2[C:11](=[CH:12][C:13]([NH:17][C:18]3[C:19]([C:20]([NH:35][C@@H:36]4[CH2:41][CH2:40][C@H:39]([NH:42][C:43]([C:45]5[N:46]=[C:47]6[CH:52]=[CH:51][C:50]([F:53])=[CH:49][N:48]6[CH:54]=5)=[O:44])[CH2:38][CH2:37]4)=[O:21])=[CH:23][C:24]([F:27])=[CH:25][N:26]=3)=[CH:14][CH:15]=2)[CH:10]=[N:9]1)[C:2]1[CH:7]=[CH:6][CH:5]=[CH:4][CH:3]=1. The yield is 0.980. (9) The reactants are [NH2:1][C:2]1[CH:7]=[CH:6][CH:5]=[CH:4][CH:3]=1.C([O-])([O-])=O.[Cs+].[Cs+].[Br:14][C:15]1[CH:16]=[C:17]([O:29][C:30]2[CH:35]=[CH:34][CH:33]=[CH:32][CH:31]=2)[C:18]([NH:21][C:22]2[S:23][CH:24]=[C:25]([CH2:27]Cl)[N:26]=2)=[N:19][CH:20]=1. The catalyst is CN1C(=O)CCC1. The product is [Br:14][C:15]1[CH:16]=[C:17]([O:29][C:30]2[CH:31]=[CH:32][CH:33]=[CH:34][CH:35]=2)[C:18]([NH:21][C:22]2[S:23][CH:24]=[C:25]([CH2:27][NH:1][C:2]3[CH:7]=[CH:6][CH:5]=[CH:4][CH:3]=3)[N:26]=2)=[N:19][CH:20]=1. The yield is 0.292.